This data is from Reaction yield outcomes from USPTO patents with 853,638 reactions. The task is: Predict the reaction yield, written as a fraction of the theoretical maximum amount of product (1.0 means a 100% yield; for example, 0.34 means a 34% yield). (1) The reactants are [CH3:1][C:2]1[N:6]([CH2:7][C:8]2[C:17]3[C:12](=[CH:13][CH:14]=[CH:15][CH:16]=3)[CH:11]=[CH:10][CH:9]=2)[C:5]2[CH:18]=[C:19]([N:25]3[CH2:30][CH2:29][O:28][CH2:27][CH2:26]3)[CH:20]=[C:21]([C:22]([OH:24])=O)[C:4]=2[N:3]=1.C[N:32](C=O)C.C(Cl)(=O)C(Cl)=O. The catalyst is C(Cl)Cl. The product is [CH3:1][C:2]1[N:6]([CH2:7][C:8]2[C:17]3[C:12](=[CH:13][CH:14]=[CH:15][CH:16]=3)[CH:11]=[CH:10][CH:9]=2)[C:5]2[CH:18]=[C:19]([N:25]3[CH2:30][CH2:29][O:28][CH2:27][CH2:26]3)[CH:20]=[C:21]([C:22]([NH2:32])=[O:24])[C:4]=2[N:3]=1. The yield is 0.790. (2) The reactants are CC1(C)CCCC(C)(C)N1.[Li]CCCC.[B:16](OC(C)C)([O:21]C(C)C)[O:17]C(C)C.[C:29]([Si:33]([O:36][C:37]1[C:42]([F:43])=[CH:41][CH:40]=[CH:39][C:38]=1[C:44]([CH3:47])([CH3:46])[CH3:45])([CH3:35])[CH3:34])([CH3:32])([CH3:31])[CH3:30].CC(O)=O. The catalyst is O.C1COCC1. The product is [C:44]([C:38]1[CH:39]=[CH:40][C:41]([B:16]([OH:21])[OH:17])=[C:42]([F:43])[C:37]=1[O:36][Si:33]([C:29]([CH3:32])([CH3:31])[CH3:30])([CH3:35])[CH3:34])([CH3:47])([CH3:46])[CH3:45]. The yield is 0.720. (3) The reactants are [NH:1]1[CH2:6][CH2:5][CH:4]([CH2:7][N:8]2[CH2:13][CH2:12][CH:11]([CH2:14][NH:15][C:16]([C:18]3[C:26]4[N:25]=[C:24]([CH:27]([CH3:29])[CH3:28])[NH:23][C:22]=4[CH:21]=[CH:20][CH:19]=3)=[O:17])[CH2:10][CH2:9]2)[CH2:3][CH2:2]1.C(N(CC)C(C)C)(C)C.ClCCl.[Cl:42][C:43]1[CH:51]=[CH:50][CH:49]=[CH:48][C:44]=1[C:45](Cl)=[O:46]. The catalyst is O1CCCC1.CN(C)C=O. The product is [Cl:42][C:43]1[CH:51]=[CH:50][CH:49]=[CH:48][C:44]=1[C:45]([N:1]1[CH2:2][CH2:3][CH:4]([CH2:7][N:8]2[CH2:9][CH2:10][CH:11]([CH2:14][NH:15][C:16]([C:18]3[C:26]4[N:25]=[C:24]([CH:27]([CH3:29])[CH3:28])[NH:23][C:22]=4[CH:21]=[CH:20][CH:19]=3)=[O:17])[CH2:12][CH2:13]2)[CH2:5][CH2:6]1)=[O:46]. The yield is 0.620. (4) The product is [C:1]([NH:6][C:7]1[CH:8]=[C:9]([C:13]2[N:22]=[C:21]([NH:23][C:24]3[CH:25]=[C:26]4[C:30](=[CH:31][CH:32]=3)[N:29]([C:33]([O:35][C:9]([CH3:13])([CH3:10])[CH3:8])=[O:34])[N:28]=[CH:27]4)[C:20]3[C:15](=[CH:16][CH:17]=[C:18]([O:36][CH2:44][CH2:45][Cl:46])[CH:19]=3)[N:14]=2)[CH:10]=[CH:11][CH:12]=1)(=[O:5])[CH2:2][CH2:3][CH3:4]. The yield is 0.600. The reactants are [C:1]([NH:6][C:7]1[CH:8]=[C:9]([C:13]2[N:22]=[C:21]([NH:23][C:24]3[CH:25]=[C:26]4[C:30](=[CH:31][CH:32]=3)[N:29]([C:33]([O-:35])=[O:34])[N:28]=[CH:27]4)[C:20]3[C:15](=[CH:16][CH:17]=[C:18]([OH:36])[CH:19]=3)[N:14]=2)[CH:10]=[CH:11][CH:12]=1)(=[O:5])[CH2:2][CH2:3][CH3:4].C(=O)([O-])[O-].[K+].[K+].Br[CH2:44][CH2:45][Cl:46]. The catalyst is CN(C=O)C. (5) The reactants are [CH2:1]([CH:3]1[CH2:7][CH:6]([OH:8])[CH2:5][CH:4]1[C:9]([O:11][CH2:12][CH3:13])=[O:10])[CH3:2].[CH3:14][C:15]([Si:18](Cl)([CH3:20])[CH3:19])([CH3:17])[CH3:16].N1C=CN=C1.CCCCCCC. The catalyst is CN(C=O)C. The product is [Si:18]([O:8][CH:6]1[CH2:5][CH:4]([C:9]([O:11][CH2:12][CH3:13])=[O:10])[CH:3]([CH2:1][CH3:2])[CH2:7]1)([C:15]([CH3:17])([CH3:16])[CH3:14])([CH3:20])[CH3:19]. The yield is 0.980. (6) The reactants are CC1(C)C[O:5][C:4]([C:7]2[CH:12]=[CH:11][C:10]([F:13])=[CH:9][C:8]=2[C:14](=[O:26])[CH2:15][CH2:16][N:17]([CH3:25])C(=O)OC(C)(C)C)=N1.[CH3:28][O:29][CH2:30][CH2:31][CH2:32][CH2:33][Mg]Cl.C(OCC)(=O)C. The catalyst is C1(C)C=CC=CC=1.[Cl-].[Na+].O. The product is [F:13][C:10]1[CH:9]=[C:8]2[C:7](=[CH:12][CH:11]=1)[C:4](=[O:5])[O:26][C:14]2([CH2:33][CH2:32][CH2:31][CH2:30][O:29][CH3:28])[CH2:15][CH2:16][NH:17][CH3:25]. The yield is 0.700. (7) The reactants are C[Al](C)C.[Cl-].[NH4+:6].[CH:7]1([C:12]#[N:13])[CH2:11][CH2:10][CH2:9][CH2:8]1.C[O:15][C:16]([CH:18]1[CH2:22][CH2:21][CH2:20][C:19]1=O)=O.C([O-])([O-])=O.[K+].[K+]. The catalyst is C1(C)C=CC=CC=1.CO. The product is [CH:7]1([C:12]2[N:6]=[C:16]([OH:15])[C:18]3[CH2:22][CH2:21][CH2:20][C:19]=3[N:13]=2)[CH2:11][CH2:10][CH2:9][CH2:8]1. The yield is 0.954. (8) The reactants are CN(C)[CH:3]=[O:4].P(Cl)(Cl)(Cl)=O.[CH2:11]([O:13][C:14]([C:16]1[C:20]([CH3:21])=[CH:19][NH:18][C:17]=1[CH3:22])=[O:15])[CH3:12].Cl. The catalyst is ClCCl. The product is [CH2:11]([O:13][C:14]([C:16]1[C:20]([CH3:21])=[C:19]([CH:3]=[O:4])[NH:18][C:17]=1[CH3:22])=[O:15])[CH3:12]. The yield is 1.00. (9) The reactants are [CH:1]1[C:6]([C:7]2[CH:13]=[C:12]([NH2:14])[C:10](=[O:11])[NH:9][CH:8]=2)=[CH:5][CH:4]=[N:3][CH:2]=1.[C:15]1([S:21](Cl)(=[O:23])=[O:22])[CH:20]=[CH:19][CH:18]=[CH:17][CH:16]=1. The catalyst is N1C=CC=CC=1. The product is [O:11]=[C:10]1[NH:9][CH:8]=[C:7]([C:6]2[CH:1]=[CH:2][N:3]=[CH:4][CH:5]=2)[CH:13]=[C:12]1[NH:14][S:21]([C:15]1[CH:20]=[CH:19][CH:18]=[CH:17][CH:16]=1)(=[O:23])=[O:22]. The yield is 0.570.